This data is from Forward reaction prediction with 1.9M reactions from USPTO patents (1976-2016). The task is: Predict the product of the given reaction. (1) Given the reactants CS(O[CH:6]1[CH2:9][N:8]([C:10]([O:12][CH2:13][C:14]2[CH:19]=[CH:18][C:17]([N+:20]([O-:22])=[O:21])=[CH:16][CH:15]=2)=[O:11])[CH2:7]1)(=O)=O.[N-:23]=[N+:24]=[N-:25].[Na+], predict the reaction product. The product is: [N:23]([CH:6]1[CH2:9][N:8]([C:10]([O:12][CH2:13][C:14]2[CH:19]=[CH:18][C:17]([N+:20]([O-:22])=[O:21])=[CH:16][CH:15]=2)=[O:11])[CH2:7]1)=[N+:24]=[N-:25]. (2) Given the reactants [NH2:1][C:2]1[CH:3]=[CH:4][C:5]([Cl:22])=[C:6]([C:8]2[C:19](=[O:20])[N:18]([CH3:21])[C:11]3[N:12]=[C:13](SC)[N:14]=[CH:15][C:10]=3[CH:9]=2)[CH:7]=1.C1C=C(Cl)C=C(C(OO)=O)C=1.[CH3:34][NH2:35], predict the reaction product. The product is: [NH2:1][C:2]1[CH:3]=[CH:4][C:5]([Cl:22])=[C:6]([C:8]2[C:19](=[O:20])[N:18]([CH3:21])[C:11]3[N:12]=[C:13]([NH:35][CH3:34])[N:14]=[CH:15][C:10]=3[CH:9]=2)[CH:7]=1. (3) Given the reactants CN(C=O)C.[Cl:6][C:7]1[CH:8]=[C:9]2[C:13](=[CH:14][CH:15]=1)[NH:12][C:11]([C:16]([O:18][CH2:19][CH3:20])=[O:17])=[CH:10]2.C1C(=O)N([Br:28])C(=O)C1, predict the reaction product. The product is: [Br:28][C:10]1[C:9]2[C:13](=[CH:14][CH:15]=[C:7]([Cl:6])[CH:8]=2)[NH:12][C:11]=1[C:16]([O:18][CH2:19][CH3:20])=[O:17]. (4) Given the reactants [CH2:1]([O:8][C:9]([C@H:11]1[CH2:16][CH2:15][N:14](C(OC(C)(C)C)=O)[CH2:13][C@H:12]1[C:24]([O:26][CH3:27])=[O:25])=[O:10])[C:2]1[CH:7]=[CH:6][CH:5]=[CH:4][CH:3]=1.C(O)(C(F)(F)F)=O, predict the reaction product. The product is: [CH2:1]([O:8][C:9]([C@H:11]1[CH2:16][CH2:15][NH:14][CH2:13][C@H:12]1[C:24]([O:26][CH3:27])=[O:25])=[O:10])[C:2]1[CH:7]=[CH:6][CH:5]=[CH:4][CH:3]=1. (5) Given the reactants [OH:1][CH2:2][C:3]1[CH:8]=[CH:7][C:6]([C:9]2[C:18]3[C:13](=[CH:14][CH:15]=[CH:16][CH:17]=3)[C:12]([N:19]3[CH2:24][CH2:23][N:22]([C:25]([C:27]4[CH:32]=[CH:31][CH:30]=[CH:29][CH:28]=4)=[O:26])[CH2:21][C@H:20]3[CH3:33])=[N:11][N:10]=2)=[CH:5][CH:4]=1.ClC(Cl)(Cl)[C:36]([N:38]=C=O)=[O:37], predict the reaction product. The product is: [C:36](=[O:37])([O:1][CH2:2][C:3]1[CH:8]=[CH:7][C:6]([C:9]2[C:18]3[C:13](=[CH:14][CH:15]=[CH:16][CH:17]=3)[C:12]([N:19]3[CH2:24][CH2:23][N:22]([C:25](=[O:26])[C:27]4[CH:32]=[CH:31][CH:30]=[CH:29][CH:28]=4)[CH2:21][C@H:20]3[CH3:33])=[N:11][N:10]=2)=[CH:5][CH:4]=1)[NH2:38]. (6) Given the reactants [Cl-].[CH2:2]([N+:4]([CH2:7][CH2:8][O:9][CH2:10][CH2:11][OH:12])([CH3:6])[CH3:5])[CH3:3].[Li+].[C:14]([S:18]([N-:21][S:22]([C:25]([F:28])([F:27])[F:26])(=[O:24])=[O:23])(=[O:20])=[O:19])([F:17])([F:16])[F:15], predict the reaction product. The product is: [F:28][C:25]([F:26])([F:27])[S:22]([N-:21][S:18]([C:14]([F:15])([F:16])[F:17])(=[O:19])=[O:20])(=[O:23])=[O:24].[CH2:2]([N+:4]([CH2:7][CH2:8][O:9][CH2:10][CH2:11][OH:12])([CH3:5])[CH3:6])[CH3:3]. (7) Given the reactants [Cl:1][C:2]1[CH:3]=[C:4]([N:10]2[CH:22]([CH:23]3[CH2:27][CH2:26][CH2:25][CH2:24]3)[CH:21]3[C:12]([C:13]4[CH:14]=[CH:15][C:16]([C:28](O)=[O:29])=[N:17][C:18]=4[CH2:19][CH2:20]3)=[N:11]2)[CH:5]=[CH:6][C:7]=1[C:8]#[N:9].[CH3:31][N:32]([CH3:37])[CH2:33][CH2:34][NH:35][CH3:36].CCN(C(C)C)C(C)C.CN(C(ON1N=NC2C=CC=NC1=2)=[N+](C)C)C.F[P-](F)(F)(F)(F)F, predict the reaction product. The product is: [Cl:1][C:2]1[CH:3]=[C:4]([N:10]2[CH:22]([CH:23]3[CH2:27][CH2:26][CH2:25][CH2:24]3)[CH:21]3[C:12]([C:13]4[CH:14]=[CH:15][C:16]([C:28]([N:35]([CH2:34][CH2:33][N:32]([CH3:37])[CH3:31])[CH3:36])=[O:29])=[N:17][C:18]=4[CH2:19][CH2:20]3)=[N:11]2)[CH:5]=[CH:6][C:7]=1[C:8]#[N:9]. (8) Given the reactants [H-].[Na+].C1OCCOCCOCCOCCOC1.[F:18][C:19]1[C:24]([C:25]2[NH:29][CH:28]=[C:27]([CH2:30][N:31]([CH3:39])[C:32](=[O:38])[O:33][C:34]([CH3:37])([CH3:36])[CH3:35])[CH:26]=2)=[CH:23][CH:22]=[CH:21][N:20]=1.[S:40]1[CH:44]=[CH:43][N:42]=[C:41]1[S:45](Cl)(=[O:47])=[O:46], predict the reaction product. The product is: [F:18][C:19]1[C:24]([C:25]2[N:29]([S:45]([C:41]3[S:40][CH:44]=[CH:43][N:42]=3)(=[O:47])=[O:46])[CH:28]=[C:27]([CH2:30][N:31]([CH3:39])[C:32](=[O:38])[O:33][C:34]([CH3:35])([CH3:36])[CH3:37])[CH:26]=2)=[CH:23][CH:22]=[CH:21][N:20]=1.